Dataset: Catalyst prediction with 721,799 reactions and 888 catalyst types from USPTO. Task: Predict which catalyst facilitates the given reaction. (1) Reactant: [OH:1][CH2:2][C@@H:3]1[S:8][CH2:7][C@@H:6]([CH3:9])[NH:5][C:4]1=[O:10].N1C=CN=C1.[C:16]([Si:20](Cl)([C:27]1[CH:32]=[CH:31][CH:30]=[CH:29][CH:28]=1)[C:21]1[CH:26]=[CH:25][CH:24]=[CH:23][CH:22]=1)([CH3:19])([CH3:18])[CH3:17].O. Product: [Si:20]([O:1][CH2:2][C@@H:3]1[S:8][CH2:7][C@@H:6]([CH3:9])[NH:5][C:4]1=[O:10])([C:16]([CH3:19])([CH3:18])[CH3:17])([C:27]1[CH:28]=[CH:29][CH:30]=[CH:31][CH:32]=1)[C:21]1[CH:26]=[CH:25][CH:24]=[CH:23][CH:22]=1. The catalyst class is: 2. (2) Reactant: [N:1]1[CH:6]=[CH:5][C:4]([CH2:7][OH:8])=[CH:3][C:2]=1[C:9]1[CH:14]=[CH:13][CH:12]=[CH:11][N:10]=1. Product: [N:1]1[CH:6]=[CH:5][C:4]([CH:7]=[O:8])=[CH:3][C:2]=1[C:9]1[CH:14]=[CH:13][CH:12]=[CH:11][N:10]=1. The catalyst class is: 725.